This data is from Peptide-MHC class II binding affinity with 134,281 pairs from IEDB. The task is: Regression. Given a peptide amino acid sequence and an MHC pseudo amino acid sequence, predict their binding affinity value. This is MHC class II binding data. (1) The peptide sequence is ISTNIRQAGVQYSRA. The MHC is DRB1_0404 with pseudo-sequence DRB1_0404. The binding affinity (normalized) is 0.778. (2) The peptide sequence is AFIIDGDNLFPKV. The MHC is HLA-DQA10501-DQB10201 with pseudo-sequence HLA-DQA10501-DQB10201. The binding affinity (normalized) is 0.534. (3) The peptide sequence is YDKFSANVSTVLTGK. The MHC is DRB1_0405 with pseudo-sequence DRB1_0405. The binding affinity (normalized) is 0.173.